From a dataset of Reaction yield outcomes from USPTO patents with 853,638 reactions. Predict the reaction yield, written as a fraction of the theoretical maximum amount of product (1.0 means a 100% yield; for example, 0.34 means a 34% yield). The reactants are C(S[C:4]1[N:12]=[C:11]2[C:7]([NH:8][CH:9]=[N:10]2)=[C:6]([NH2:13])[N:5]=1)C.O=[CH:15][C@@H:16]([C@@H:18]([C@@H:20]([CH2:22][OH:23])[OH:21])[OH:19])[OH:17].[CH3:24][O-:25].[Na+]. No catalyst specified. The product is [CH3:24][O:25][C:4]1[N:5]=[C:6]([NH2:13])[C:7]2[N:8]=[CH:9][N:10]([C@@H:15]3[O:21][C@H:20]([CH2:22][OH:23])[C@@H:18]([OH:19])[C@H:16]3[OH:17])[C:11]=2[N:12]=1. The yield is 0.870.